The task is: Predict the reaction yield, written as a fraction of the theoretical maximum amount of product (1.0 means a 100% yield; for example, 0.34 means a 34% yield).. This data is from Reaction yield outcomes from USPTO patents with 853,638 reactions. (1) The reactants are [CH3:1][C:2]1[C:6]([C:7]([NH2:9])=[O:8])=[C:5]([NH:10][C:11](=O)[CH2:12][CH:13]([CH3:15])[CH3:14])[S:4][N:3]=1.Cl. The catalyst is N. The product is [CH2:12]([C:11]1[NH:9][C:7](=[O:8])[C:6]2[C:2]([CH3:1])=[N:3][S:4][C:5]=2[N:10]=1)[CH:13]([CH3:15])[CH3:14]. The yield is 0.260. (2) The reactants are [NH:1]([C:30]([O:32][C:33]([CH3:36])([CH3:35])[CH3:34])=[O:31])[C@H:2]([C:15]([NH:17][C@H:18]([C:26]([O:28]C)=[O:27])[CH2:19][CH2:20][CH2:21][NH:22][C:23](=[NH:25])[NH2:24])=[O:16])[CH2:3][C:4]1[CH:9]=[CH:8][C:7]([O:10][C:11]([CH3:14])([CH3:13])[CH3:12])=[CH:6][CH:5]=1. The catalyst is C1COCC1.CO.O. The product is [NH:1]([C:30]([O:32][C:33]([CH3:36])([CH3:35])[CH3:34])=[O:31])[C@H:2]([C:15]([NH:17][C@H:18]([C:26]([OH:28])=[O:27])[CH2:19][CH2:20][CH2:21][NH:22][C:23](=[NH:24])[NH2:25])=[O:16])[CH2:3][C:4]1[CH:9]=[CH:8][C:7]([O:10][C:11]([CH3:14])([CH3:12])[CH3:13])=[CH:6][CH:5]=1. The yield is 0.660.